From a dataset of Forward reaction prediction with 1.9M reactions from USPTO patents (1976-2016). Predict the product of the given reaction. (1) Given the reactants [Cl:1][C:2]1[CH:7]=[CH:6][C:5]([C@@H:8]([CH:47]2[CH2:52][CH2:51][O:50][CH2:49][CH2:48]2)[C@H:9]([NH:42][C:43]([O:45][CH3:46])=[O:44])[C:10]([NH:12][C:13]2[CH:40]=[CH:39][CH:38]=[C:37]([F:41])[C:14]=2[CH2:15][CH2:16][C@@H:17]2[N:22]([S:23]([CH:26]3[CH2:28][CH2:27]3)(=[O:25])=[O:24])[C@@H:21]([CH3:29])[CH2:20][N:19](C(OC(C)(C)C)=O)[CH2:18]2)=[O:11])=[CH:4][CH:3]=1.FC(F)(F)C(O)=O, predict the reaction product. The product is: [Cl:1][C:2]1[CH:3]=[CH:4][C:5]([C@@H:8]([CH:47]2[CH2:48][CH2:49][O:50][CH2:51][CH2:52]2)[C@H:9]([NH:42][C:43](=[O:44])[O:45][CH3:46])[C:10]([NH:12][C:13]2[CH:40]=[CH:39][CH:38]=[C:37]([F:41])[C:14]=2[CH2:15][CH2:16][C@H:17]2[CH2:18][NH:19][CH2:20][C@H:21]([CH3:29])[N:22]2[S:23]([CH:26]2[CH2:27][CH2:28]2)(=[O:25])=[O:24])=[O:11])=[CH:6][CH:7]=1. (2) Given the reactants Cl[C:2]1[CH:7]=[CH:6][N:5]=[C:4]2[CH:8]=[C:9]([C:11]([OH:13])=[O:12])[S:10][C:3]=12.[CH3:14][NH:15][C:16]([N:18]1[C:26]2[C:21](=[CH:22][C:23]([NH2:27])=[CH:24][CH:25]=2)[CH:20]=[C:19]1[CH3:28])=[O:17], predict the reaction product. The product is: [CH3:28][C:19]1[N:18]([C:16](=[O:17])[NH:15][CH3:14])[C:26]2[C:21]([CH:20]=1)=[CH:22][C:23]([NH:27][C:2]1[CH:7]=[CH:6][N:5]=[C:4]3[CH:8]=[C:9]([C:11]([OH:13])=[O:12])[S:10][C:3]=13)=[CH:24][CH:25]=2. (3) Given the reactants [Br:1][C:2]1[C:7]([CH3:8])=[CH:6][C:5]([OH:9])=[CH:4][C:3]=1[CH3:10].C([O-])([O-])=O.[K+].[K+].Br[CH2:18][C:19]1([CH3:23])[CH2:22][O:21][CH2:20]1, predict the reaction product. The product is: [Br:1][C:2]1[C:7]([CH3:8])=[CH:6][C:5]([O:9][CH2:18][C:19]2([CH3:23])[CH2:22][O:21][CH2:20]2)=[CH:4][C:3]=1[CH3:10].